From a dataset of NCI-60 drug combinations with 297,098 pairs across 59 cell lines. Regression. Given two drug SMILES strings and cell line genomic features, predict the synergy score measuring deviation from expected non-interaction effect. (1) Drug 1: CC=C1C(=O)NC(C(=O)OC2CC(=O)NC(C(=O)NC(CSSCCC=C2)C(=O)N1)C(C)C)C(C)C. Drug 2: CCCCC(=O)OCC(=O)C1(CC(C2=C(C1)C(=C3C(=C2O)C(=O)C4=C(C3=O)C=CC=C4OC)O)OC5CC(C(C(O5)C)O)NC(=O)C(F)(F)F)O. Cell line: SR. Synergy scores: CSS=91.1, Synergy_ZIP=3.27, Synergy_Bliss=3.57, Synergy_Loewe=5.47, Synergy_HSA=8.46. (2) Drug 1: CCC1=CC2CC(C3=C(CN(C2)C1)C4=CC=CC=C4N3)(C5=C(C=C6C(=C5)C78CCN9C7C(C=CC9)(C(C(C8N6C)(C(=O)OC)O)OC(=O)C)CC)OC)C(=O)OC.C(C(C(=O)O)O)(C(=O)O)O. Drug 2: N.N.Cl[Pt+2]Cl. Cell line: IGROV1. Synergy scores: CSS=44.4, Synergy_ZIP=4.28, Synergy_Bliss=8.91, Synergy_Loewe=-8.42, Synergy_HSA=9.94. (3) Drug 1: CCC1(CC2CC(C3=C(CCN(C2)C1)C4=CC=CC=C4N3)(C5=C(C=C6C(=C5)C78CCN9C7C(C=CC9)(C(C(C8N6C)(C(=O)OC)O)OC(=O)C)CC)OC)C(=O)OC)O.OS(=O)(=O)O. Drug 2: CC=C1C(=O)NC(C(=O)OC2CC(=O)NC(C(=O)NC(CSSCCC=C2)C(=O)N1)C(C)C)C(C)C. Cell line: MOLT-4. Synergy scores: CSS=68.9, Synergy_ZIP=-1.61, Synergy_Bliss=-2.65, Synergy_Loewe=-27.4, Synergy_HSA=-2.11. (4) Drug 1: C1CCN(CC1)CCOC2=CC=C(C=C2)C(=O)C3=C(SC4=C3C=CC(=C4)O)C5=CC=C(C=C5)O. Drug 2: C(CCl)NC(=O)N(CCCl)N=O. Cell line: NCI-H522. Synergy scores: CSS=-3.09, Synergy_ZIP=0.981, Synergy_Bliss=-1.50, Synergy_Loewe=-6.29, Synergy_HSA=-6.54. (5) Drug 1: COC1=C(C=C2C(=C1)N=CN=C2NC3=CC(=C(C=C3)F)Cl)OCCCN4CCOCC4. Drug 2: CCN(CC)CCNC(=O)C1=C(NC(=C1C)C=C2C3=C(C=CC(=C3)F)NC2=O)C. Cell line: NCI/ADR-RES. Synergy scores: CSS=27.4, Synergy_ZIP=-1.43, Synergy_Bliss=5.25, Synergy_Loewe=3.21, Synergy_HSA=4.00. (6) Drug 1: CCC(=C(C1=CC=CC=C1)C2=CC=C(C=C2)OCCN(C)C)C3=CC=CC=C3.C(C(=O)O)C(CC(=O)O)(C(=O)O)O. Drug 2: CC1CCCC2(C(O2)CC(NC(=O)CC(C(C(=O)C(C1O)C)(C)C)O)C(=CC3=CSC(=N3)C)C)C. Cell line: COLO 205. Synergy scores: CSS=68.9, Synergy_ZIP=4.89, Synergy_Bliss=4.75, Synergy_Loewe=-25.7, Synergy_HSA=4.92. (7) Drug 1: C1=CC(=CC=C1CCC2=CNC3=C2C(=O)NC(=N3)N)C(=O)NC(CCC(=O)O)C(=O)O. Drug 2: CN(C)N=NC1=C(NC=N1)C(=O)N. Cell line: HS 578T. Synergy scores: CSS=18.5, Synergy_ZIP=6.29, Synergy_Bliss=8.06, Synergy_Loewe=-3.24, Synergy_HSA=7.63. (8) Drug 1: CC1=CC2C(CCC3(C2CCC3(C(=O)C)OC(=O)C)C)C4(C1=CC(=O)CC4)C. Drug 2: CC1CCCC2(C(O2)CC(NC(=O)CC(C(C(=O)C(C1O)C)(C)C)O)C(=CC3=CSC(=N3)C)C)C. Cell line: NCI-H460. Synergy scores: CSS=3.69, Synergy_ZIP=0.310, Synergy_Bliss=5.41, Synergy_Loewe=1.92, Synergy_HSA=3.03.